From a dataset of NCI-60 drug combinations with 297,098 pairs across 59 cell lines. Regression. Given two drug SMILES strings and cell line genomic features, predict the synergy score measuring deviation from expected non-interaction effect. Drug 1: CC=C1C(=O)NC(C(=O)OC2CC(=O)NC(C(=O)NC(CSSCCC=C2)C(=O)N1)C(C)C)C(C)C. Drug 2: C1CC(=O)NC(=O)C1N2C(=O)C3=CC=CC=C3C2=O. Cell line: NCI-H226. Synergy scores: CSS=36.8, Synergy_ZIP=0.612, Synergy_Bliss=0.407, Synergy_Loewe=-42.9, Synergy_HSA=-1.20.